The task is: Predict the reactants needed to synthesize the given product.. This data is from Full USPTO retrosynthesis dataset with 1.9M reactions from patents (1976-2016). (1) Given the product [CH2:1]([O:5][C:6]1[CH:7]=[C:8]([C:14]2[CH:19]=[CH:18][C:17]([O:20][CH2:23][C:24]3[N:28]([C:29]4[C:34]([Cl:35])=[CH:33][CH:32]=[CH:31][C:30]=4[Cl:36])[N:27]=[CH:26][C:25]=3[CH:37]([CH3:39])[CH3:38])=[CH:16][C:15]=2[CH3:21])[CH:9]=[CH:10][C:11]=1[CH:12]=[O:13])[CH2:2][CH2:3][CH3:4], predict the reactants needed to synthesize it. The reactants are: [CH2:1]([O:5][C:6]1[CH:7]=[C:8]([C:14]2[CH:19]=[CH:18][C:17]([OH:20])=[CH:16][C:15]=2[CH3:21])[CH:9]=[CH:10][C:11]=1[CH:12]=[O:13])[CH2:2][CH2:3][CH3:4].Br[CH2:23][C:24]1[N:28]([C:29]2[C:34]([Cl:35])=[CH:33][CH:32]=[CH:31][C:30]=2[Cl:36])[N:27]=[CH:26][C:25]=1[CH:37]([CH3:39])[CH3:38].C([O-])([O-])=O.[K+].[K+]. (2) Given the product [CH2:18]([N:33]1[CH2:40][CH2:39][CH2:38][CH:37]1[CH2:36][NH:35][C:8](=[O:42])[CH2:9][NH:10][C:28]([C:24]1[C:23]([CH3:31])=[C:22]([CH:20]=[O:21])[NH:26][C:25]=1[CH3:27])=[O:30])[CH3:19], predict the reactants needed to synthesize it. The reactants are: Cl.C(N=C=NC[CH2:8][CH2:9][N:10](C)C)C.C(N([CH2:18][CH3:19])CC)C.[CH:20]([C:22]1[NH:26][C:25]([CH3:27])=[C:24]([C:28]([OH:30])=O)[C:23]=1[CH3:31])=[O:21].O[N:33]1[C:37]2[CH:38]=[CH:39][CH:40]=C[C:36]=2[N:35]=N1.[OH2:42]. (3) Given the product [ClH:54].[ClH:45].[OH:44][C:41]1[CH:42]=[CH:43][C:38]([CH:30]([C:31]2[CH:36]=[CH:35][C:34]([OH:37])=[CH:33][CH:32]=2)[CH2:29][NH:28][C:9]2[N:8]=[C:7]([N:4]3[CH2:5][CH2:6][C@@H:2]([NH:1][C:46](=[O:53])[C:47]4[CH:52]=[CH:51][N:50]=[CH:49][CH:48]=4)[CH2:3]3)[N:15]=[C:14]3[C:10]=2[N:11]=[CH:12][N:13]3[C@@H:16]2[CH2:20][C@H:19]([NH:21][C:22](=[O:25])[CH2:23][CH3:24])[C@@H:18]([OH:26])[C@H:17]2[OH:27])=[CH:39][CH:40]=1, predict the reactants needed to synthesize it. The reactants are: [NH2:1][C@@H:2]1[CH2:6][CH2:5][N:4]([C:7]2[N:15]=[C:14]3[C:10]([N:11]=[CH:12][N:13]3[C@@H:16]3[CH2:20][C@H:19]([NH:21][C:22](=[O:25])[CH2:23][CH3:24])[C@@H:18]([OH:26])[C@H:17]3[OH:27])=[C:9]([NH:28][CH2:29][CH:30]([C:38]3[CH:43]=[CH:42][C:41]([OH:44])=[CH:40][CH:39]=3)[C:31]3[CH:36]=[CH:35][C:34]([OH:37])=[CH:33][CH:32]=3)[N:8]=2)[CH2:3]1.[ClH:45].[C:46]([Cl:54])(=[O:53])[C:47]1[CH:52]=[CH:51][N:50]=[CH:49][CH:48]=1. (4) Given the product [CH2:1]([N:8]([CH2:9][C@@H:10]1[CH2:11][CH2:12][C@H:13]([CH2:16][O:17][C:18]2[N:19]=[CH:20][C:21]([NH2:24])=[CH:22][CH:23]=2)[CH2:14][CH2:15]1)[CH2:27][C:28]1[CH:33]=[CH:32][CH:31]=[CH:30][CH:29]=1)[C:2]1[CH:7]=[CH:6][CH:5]=[CH:4][CH:3]=1, predict the reactants needed to synthesize it. The reactants are: [CH2:1]([N:8]([CH2:27][C:28]1[CH:33]=[CH:32][CH:31]=[CH:30][CH:29]=1)[CH2:9][C@H:10]1[CH2:15][CH2:14][C@@H:13]([CH2:16][O:17][C:18]2[CH:23]=[CH:22][C:21]([N+:24]([O-])=O)=[CH:20][N:19]=2)[CH2:12][CH2:11]1)[C:2]1[CH:7]=[CH:6][CH:5]=[CH:4][CH:3]=1.[NH4+].[Cl-]. (5) Given the product [OH:8][C@H:5]1[CH2:6][CH2:7][C@H:2]([S:1][C:65]2[CH:66]=[C:67]([N:69]3[C:73]4=[N:74][CH:75]=[CH:76][C:77]([C:78]5[CH:79]=[N:80][C:81]6[C:86]([CH:87]=5)=[CH:85][CH:84]=[CH:83][CH:82]=6)=[C:72]4[C:71]([CH3:88])=[CH:70]3)[CH:68]=[CH:61][C:62]=2[C:63]#[N:64])[CH2:3][CH2:4]1, predict the reactants needed to synthesize it. The reactants are: [SH:1][C@H:2]1[CH2:7][CH2:6][C@H:5]([OH:8])[CH2:4][CH2:3]1.C1(P(C2C=CC=CC=2)C2C3OC4C(=CC=CC=4P(C4C=CC=CC=4)C4C=CC=CC=4)C(C)(C)C=3C=CC=2)C=CC=CC=1.C(N(CC)C(C)C)(C)C.Br[C:61]1[CH:68]=[C:67]([N:69]2[C:73]3=[N:74][CH:75]=[CH:76][C:77]([C:78]4[CH:79]=[N:80][C:81]5[C:86]([CH:87]=4)=[CH:85][CH:84]=[CH:83][CH:82]=5)=[C:72]3[C:71]([CH3:88])=[CH:70]2)[CH:66]=[CH:65][C:62]=1[C:63]#[N:64]. (6) Given the product [OH:41][C:38]1([CH2:22][C:21](=[O:23])[CH2:20][C:19]([C:15]2[CH:14]=[N:13][CH:18]=[CH:17][CH:16]=2)=[O:24])[CH2:39][CH2:40][N:35]([C:33](=[O:34])[C:32]2[CH:42]=[CH:43][C:29]([O:28][CH:25]([CH3:26])[CH3:27])=[C:30]([CH3:44])[CH:31]=2)[CH2:36][CH2:37]1, predict the reactants needed to synthesize it. The reactants are: C(NC(C)C)(C)C.[Li]CCCC.[N:13]1[CH:18]=[CH:17][CH:16]=[C:15]([C:19](=[O:24])[CH2:20][C:21](=[O:23])[CH3:22])[CH:14]=1.[CH:25]([O:28][C:29]1[CH:43]=[CH:42][C:32]([C:33]([N:35]2[CH2:40][CH2:39][C:38](=[O:41])[CH2:37][CH2:36]2)=[O:34])=[CH:31][C:30]=1[CH3:44])([CH3:27])[CH3:26]. (7) The reactants are: [N:1]1([CH2:5][CH2:6][N:7]2[CH:11]=[C:10]([C:12]3[CH:17]=[CH:16][C:15]([F:18])=[C:14]([C:19]([F:22])([F:21])[F:20])[CH:13]=3)[N:9]=[C:8]2[CH:23]2[CH2:28][CH2:27][N:26]([C:29]3[N:34]=[CH:33][N:32]=[C:31]([NH2:35])[C:30]=3[O:36][CH:37](C)C)[CH2:25][CH2:24]2)[CH2:4][CH2:3][CH2:2]1.ClC1N=CN=C(N)C=1OC.ClC1N=CN=C(N)C=1OC(C)C. Given the product [N:1]1([CH2:5][CH2:6][N:7]2[CH:11]=[C:10]([C:12]3[CH:17]=[CH:16][C:15]([F:18])=[C:14]([C:19]([F:22])([F:20])[F:21])[CH:13]=3)[N:9]=[C:8]2[CH:23]2[CH2:28][CH2:27][N:26]([C:29]3[N:34]=[CH:33][N:32]=[C:31]([NH2:35])[C:30]=3[O:36][CH3:37])[CH2:25][CH2:24]2)[CH2:2][CH2:3][CH2:4]1, predict the reactants needed to synthesize it. (8) Given the product [F:1][C:2]1[CH:9]=[CH:8][C:5]([CH:6]=[N:16][C:15]2[CH:17]=[CH:18][C:12]([O:11][CH3:10])=[CH:13][CH:14]=2)=[CH:4][CH:3]=1, predict the reactants needed to synthesize it. The reactants are: [F:1][C:2]1[CH:9]=[CH:8][C:5]([CH:6]=O)=[CH:4][CH:3]=1.[CH3:10][O:11][C:12]1[CH:18]=[CH:17][C:15]([NH2:16])=[CH:14][CH:13]=1. (9) Given the product [CH:27]([O:30][C:31]1[CH:36]=[C:35]([N:3]2[C:4](=[O:26])[C:5]([CH2:11][C:12]3[CH:17]=[CH:16][C:15]([C:18]4[C:19]([C:24]#[N:25])=[CH:20][CH:21]=[CH:22][CH:23]=4)=[CH:14][CH:13]=3)=[C:6]([CH2:8][CH2:9][CH3:10])[N:7]=[C:2]2[CH3:1])[CH:34]=[CH:33][CH:32]=1)([CH3:29])[CH3:28], predict the reactants needed to synthesize it. The reactants are: [CH3:1][C:2]1[NH:3][C:4](=[O:26])[C:5]([CH2:11][C:12]2[CH:17]=[CH:16][C:15]([C:18]3[C:19]([C:24]#[N:25])=[CH:20][CH:21]=[CH:22][CH:23]=3)=[CH:14][CH:13]=2)=[C:6]([CH2:8][CH2:9][CH3:10])[N:7]=1.[CH:27]([O:30][C:31]1[CH:32]=[C:33](B(O)O)[CH:34]=[CH:35][CH:36]=1)([CH3:29])[CH3:28].C(N(CC)CC)C.N1C=CC=CC=1.